This data is from Catalyst prediction with 721,799 reactions and 888 catalyst types from USPTO. The task is: Predict which catalyst facilitates the given reaction. Product: [Cl:24][C:2]([Cl:1])([Cl:23])[CH2:3][O:4][C:5](=[O:22])[C:6]1[CH:11]=[CH:10][CH:9]=[CH:8][C:7]=1[CH2:12][S:13][C:14]1[CH:19]=[CH:18][C:17]([CH2:20][O:21][C:34](=[O:35])[CH2:33][C:30]2[CH:29]=[CH:28][C:27]([C:26]([F:37])([F:25])[F:38])=[CH:32][CH:31]=2)=[CH:16][CH:15]=1. Reactant: [Cl:1][C:2]([Cl:24])([Cl:23])[CH2:3][O:4][C:5](=[O:22])[C:6]1[CH:11]=[CH:10][CH:9]=[CH:8][C:7]=1[CH2:12][S:13][C:14]1[CH:19]=[CH:18][C:17]([CH2:20][OH:21])=[CH:16][CH:15]=1.[F:25][C:26]([F:38])([F:37])[C:27]1[CH:32]=[CH:31][C:30]([CH2:33][C:34](O)=[O:35])=[CH:29][CH:28]=1. The catalyst class is: 79.